From a dataset of Peptide-MHC class II binding affinity with 134,281 pairs from IEDB. Regression. Given a peptide amino acid sequence and an MHC pseudo amino acid sequence, predict their binding affinity value. This is MHC class II binding data. (1) The peptide sequence is NMPNGLIAQFYQPEREKV. The MHC is DRB4_0101 with pseudo-sequence DRB4_0103. The binding affinity (normalized) is 0.481. (2) The binding affinity (normalized) is 0.614. The peptide sequence is YDKFLANTSTVLTGK. The MHC is DRB1_0802 with pseudo-sequence DRB1_0802. (3) The peptide sequence is GELQIVDKMDAAFKI. The MHC is DRB1_0101 with pseudo-sequence DRB1_0101. The binding affinity (normalized) is 0.408. (4) The peptide sequence is GPVTILNWSFVRNDQ. The MHC is DRB1_0405 with pseudo-sequence DRB1_0405. The binding affinity (normalized) is 0.485. (5) The peptide sequence is VKGDPVGILYAVFKA. The MHC is HLA-DPA10201-DPB10101 with pseudo-sequence HLA-DPA10201-DPB10101. The binding affinity (normalized) is 0.574. (6) The peptide sequence is KASNTILPLMALLTP. The MHC is DRB5_0101 with pseudo-sequence DRB5_0101. The binding affinity (normalized) is 0.787. (7) The peptide sequence is AAVPGKNVVNVQTKP. The MHC is HLA-DQA10303-DQB10402 with pseudo-sequence HLA-DQA10303-DQB10402. The binding affinity (normalized) is 0. (8) The peptide sequence is EAKYDAYVATLSEALRIIAG. The MHC is DRB3_0202 with pseudo-sequence DRB3_0202. The binding affinity (normalized) is 0.605. (9) The peptide sequence is KTMAVCTNAKVTAKG. The MHC is HLA-DPA10201-DPB10101 with pseudo-sequence HLA-DPA10201-DPB10101. The binding affinity (normalized) is 0.0501. (10) The peptide sequence is VDCRPFNGGESKLKA. The MHC is HLA-DQA10401-DQB10402 with pseudo-sequence HLA-DQA10401-DQB10402. The binding affinity (normalized) is 0.0304.